Dataset: Forward reaction prediction with 1.9M reactions from USPTO patents (1976-2016). Task: Predict the product of the given reaction. Given the reactants [F:1][C:2]1[CH:7]=[CH:6][C:5]([C:8]2[N:12]([CH3:13])[N:11]=[CH:10][C:9]=2/[CH:14]=[CH:15]/[C:16]([NH:18][C:19]2[CH:29]=[CH:28][C:22]([C:23]([O:25]CC)=[O:24])=[CH:21][CH:20]=2)=[O:17])=[CH:4][CH:3]=1.[OH-].[Na+].Cl, predict the reaction product. The product is: [F:1][C:2]1[CH:7]=[CH:6][C:5]([C:8]2[N:12]([CH3:13])[N:11]=[CH:10][C:9]=2/[CH:14]=[CH:15]/[C:16]([NH:18][C:19]2[CH:20]=[CH:21][C:22]([C:23]([OH:25])=[O:24])=[CH:28][CH:29]=2)=[O:17])=[CH:4][CH:3]=1.